From a dataset of Full USPTO retrosynthesis dataset with 1.9M reactions from patents (1976-2016). Predict the reactants needed to synthesize the given product. (1) Given the product [CH3:10][C:11]1[NH:12][C:13]([CH3:18])=[CH:14][C:15](=[O:17])[C:16]=1[N+:6]([O-:9])=[O:7], predict the reactants needed to synthesize it. The reactants are: S(=O)(=O)(O)O.[N+:6]([O-:9])(O)=[O:7].[CH3:10][C:11]1[NH:12][C:13]([CH3:18])=[CH:14][C:15](=[O:17])[CH:16]=1.[OH-].[Na+]. (2) Given the product [C:1]([C:3]1[CH:8]=[C:7]([C:9]([F:10])([F:11])[F:12])[CH:6]=[CH:5][C:4]=1[O:13][CH2:19][C:20]([O:22][CH2:23][CH3:24])=[O:21])#[N:2], predict the reactants needed to synthesize it. The reactants are: [C:1]([C:3]1[CH:8]=[C:7]([C:9]([F:12])([F:11])[F:10])[CH:6]=[CH:5][C:4]=1[OH:13])#[N:2].C(C1C=C(C)C=CC=1O[CH2:19][C:20]([O:22][CH2:23][CH3:24])=[O:21])#N. (3) Given the product [C:1]([O:5][C:6]1[CH:13]=[CH:12][CH:11]=[CH:10][C:7]=1[CH:8]=[CH:17][N+:14]([O-:16])=[O:15])([CH3:4])([CH3:3])[CH3:2], predict the reactants needed to synthesize it. The reactants are: [C:1]([O:5][C:6]1[CH:13]=[CH:12][CH:11]=[CH:10][C:7]=1[CH:8]=O)([CH3:4])([CH3:3])[CH3:2].[N+:14]([CH3:17])([O-:16])=[O:15].Cl.CN.C([O-])(=O)C.[Na+]. (4) Given the product [N:1]1[N:5]2[CH:6]=[CH:7][CH:8]=[CH:9][C:4]2=[CH:3][C:2]=1[CH2:10][OH:11], predict the reactants needed to synthesize it. The reactants are: [N:1]1[N:5]2[CH:6]=[CH:7][CH:8]=[CH:9][C:4]2=[CH:3][C:2]=1[C:10](O)=[O:11].CSC.B.O.Cl. (5) Given the product [OH:34][C@@H:33]1[CH2:32][O:31][C@@H:30]2[C@H:26]([O:25][C:15]3[N:16]([CH2:17][O:18][CH2:19][CH2:20][Si:21]([CH3:24])([CH3:23])[CH3:22])[C:11]4[C:12]([N:14]=3)=[N:13][C:8]([C:5]3[CH:6]=[CH:7][C:2]([N:37]5[CH:38]=[C:39]6[CH2:43][N:42]([C:44]([O:46][C:47]([CH3:50])([CH3:49])[CH3:48])=[O:45])[CH2:41][C:40]6=[N:36]5)=[CH:3][CH:4]=3)=[C:9]([Cl:35])[CH:10]=4)[CH2:27][O:28][C@H:29]12, predict the reactants needed to synthesize it. The reactants are: Br[C:2]1[CH:7]=[CH:6][C:5]([C:8]2[N:13]=[C:12]3[N:14]=[C:15]([O:25][C@H:26]4[C@H:30]5[O:31][CH2:32][C@@H:33]([OH:34])[C@H:29]5[O:28][CH2:27]4)[N:16]([CH2:17][O:18][CH2:19][CH2:20][Si:21]([CH3:24])([CH3:23])[CH3:22])[C:11]3=[CH:10][C:9]=2[Cl:35])=[CH:4][CH:3]=1.[N:36]1[NH:37][CH:38]=[C:39]2[CH2:43][N:42]([C:44]([O:46][C:47]([CH3:50])([CH3:49])[CH3:48])=[O:45])[CH2:41][C:40]=12.P([O-])([O-])([O-])=O.[K+].[K+].[K+].CN[C@@H]1CCCC[C@H]1NC.N1C=CC=N1. (6) Given the product [CH2:1]([O:8][C:9]1[C:10]2[N:11]([C:15]([Br:18])=[CH:16][N:17]=2)[CH:12]=[CH:13][CH:14]=1)[C:2]1[CH:3]=[CH:4][CH:5]=[CH:6][CH:7]=1, predict the reactants needed to synthesize it. The reactants are: [CH2:1]([O:8][C:9]1[C:10]2[N:11]([CH:15]=[CH:16][N:17]=2)[CH:12]=[CH:13][CH:14]=1)[C:2]1[CH:7]=[CH:6][CH:5]=[CH:4][CH:3]=1.[Br:18]Br.O.[OH-].[Na+]. (7) Given the product [CH3:5][CH2:4][CH2:3][CH:2]([CH3:7])[CH3:1].[Br:26][CH2:34][C:31]1[CH:32]=[CH:33][C:28]([F:27])=[C:29]([CH2:35][CH2:36][OH:38])[CH:30]=1, predict the reactants needed to synthesize it. The reactants are: [C:1](OO[C:1](=O)[C:2]1[CH:7]=C[CH:5]=[CH:4][CH:3]=1)(=O)[C:2]1[CH:7]=C[CH:5]=[CH:4][CH:3]=1.C1C(=O)N([Br:26])C(=O)C1.[F:27][C:28]1[CH:33]=[CH:32][C:31]([CH3:34])=[CH:30][C:29]=1[CH2:35][C:36]([OH:38])=O.CSC.B. (8) Given the product [O:14]1[CH2:19][CH2:18][CH2:17][CH2:16][CH:15]1[O:1][CH2:2][C:3]1[CH:4]=[C:5]([CH:11]=[CH:12][N:13]=1)[C:6]([O:8][CH2:9][CH3:10])=[O:7], predict the reactants needed to synthesize it. The reactants are: [OH:1][CH2:2][C:3]1[CH:4]=[C:5]([CH:11]=[CH:12][N:13]=1)[C:6]([O:8][CH2:9][CH3:10])=[O:7].[O:14]1[CH:19]=[CH:18][CH2:17][CH2:16][CH2:15]1.C1(C)C=CC(S([O-])(=O)=O)=CC=1.[NH+]1C=CC=CC=1.C(OCC)(=O)C. (9) Given the product [CH:1]1([C:7]2[CH:8]=[C:9]([CH:12]=[CH:13][C:14]=2[O:15][CH3:16])[CH:10]=[C:19]2[C:20]3[C:25](=[N:24][CH:23]=[CH:22][CH:21]=3)[NH:17][C:18]2=[O:26])[CH2:6][CH2:5][CH2:4][CH2:3][CH2:2]1, predict the reactants needed to synthesize it. The reactants are: [CH:1]1([C:7]2[CH:8]=[C:9]([CH:12]=[CH:13][C:14]=2[O:15][CH3:16])[CH:10]=O)[CH2:6][CH2:5][CH2:4][CH2:3][CH2:2]1.[NH:17]1[C:25]2[C:20](=[CH:21][CH:22]=[CH:23][N:24]=2)[CH2:19][C:18]1=[O:26].